The task is: Predict the reactants needed to synthesize the given product.. This data is from Full USPTO retrosynthesis dataset with 1.9M reactions from patents (1976-2016). (1) Given the product [C:1]([C:3]1[CH:8]=[CH:7][C:6]([C:9]2[CH:10]=[N:11][N:12]([C:15]3[CH:23]=[CH:22][C:18]([C:19]([NH:30][CH:28]([CH3:29])[CH2:27][O:26][CH3:25])=[O:20])=[CH:17][N:16]=3)[C:13]=2[OH:14])=[C:5]([CH3:24])[CH:4]=1)#[N:2], predict the reactants needed to synthesize it. The reactants are: [C:1]([C:3]1[CH:8]=[CH:7][C:6]([C:9]2[CH:10]=[N:11][N:12]([C:15]3[CH:23]=[CH:22][C:18]([C:19](O)=[O:20])=[CH:17][N:16]=3)[C:13]=2[OH:14])=[C:5]([CH3:24])[CH:4]=1)#[N:2].[CH3:25][O:26][CH2:27][CH:28]([NH2:30])[CH3:29]. (2) Given the product [OH:1][CH:2]([CH:4]([CH2:8][CH2:9][CH2:10][C:11]1[CH:16]=[CH:15][CH:14]=[CH:13][CH:12]=1)[C:5]([NH:46][CH:47]([C:49]1[C:50](=[O:64])[NH:51][C:52]([CH2:55][C:56]2[CH:61]=[CH:60][C:59]([CH3:21])=[CH:58][CH:57]=2)=[N:53][N:54]=1)[CH3:48])=[O:7])[CH3:3], predict the reactants needed to synthesize it. The reactants are: [OH:1][CH:2]([CH:4]([CH2:8][CH2:9][CH2:10][C:11]1[CH:16]=[CH:15][CH:14]=[CH:13][CH:12]=1)[C:5]([OH:7])=O)[CH3:3].ON1C2C=CC=C[C:21]=2N=N1.CN1CCOCC1.Cl.CN(C)CCCN=C=NCC.[NH2:46][CH:47]([C:49]1[C:50](=[O:64])[NH:51][C:52]([CH2:55][C:56]2[CH:61]=[CH:60][C:59](OC)=[CH:58][CH:57]=2)=[N:53][N:54]=1)[CH3:48].